This data is from Reaction yield outcomes from USPTO patents with 853,638 reactions. The task is: Predict the reaction yield, written as a fraction of the theoretical maximum amount of product (1.0 means a 100% yield; for example, 0.34 means a 34% yield). (1) The reactants are [F:8][C:7]([F:10])([F:9])[C:6](O[C:6](=[O:11])[C:7]([F:10])([F:9])[F:8])=[O:11].[F:14][C:15]1[CH:34]=[CH:33][C:18]2[O:19][C:20]3[CH:32]=[CH:31][CH:30]=[CH:29][C:21]=3[C@@H:22]3[C@H:27]([NH2:28])[CH2:26][CH2:25][CH2:24][N:23]3[C:17]=2[CH:16]=1. The catalyst is C(Cl)Cl.N1C=CC=CC=1. The product is [F:10][C:7]([F:8])([F:9])[C:6]([NH:28][C@H:27]1[C@@H:22]2[N:23]([C:17]3[CH:16]=[C:15]([F:14])[CH:34]=[CH:33][C:18]=3[O:19][C:20]3[CH:32]=[CH:31][CH:30]=[CH:29][C:21]=32)[CH2:24][CH2:25][CH2:26]1)=[O:11]. The yield is 0.256. (2) The reactants are [NH:1]1[CH:5]=[CH:4][N:3]=[C:2]1[NH:6][C:7]([C:9]1[C:17]2[N:16]=[C:15]([NH:18][C:19]([C:21]3[CH:22]=[C:23]4[C:28](=[CH:29][CH:30]=3)[CH2:27][NH:26][CH2:25][CH2:24]4)=[O:20])[NH:14][C:13]=2[CH:12]=[CH:11][CH:10]=1)=[O:8].[CH:31](=O)[C:32]1[CH:37]=[CH:36][CH:35]=[CH:34][CH:33]=1.C(O[BH-](OC(=O)C)OC(=O)C)(=O)C.[Na+]. The catalyst is CN(C=O)C. The product is [NH:3]1[CH:4]=[CH:5][N:1]=[C:2]1[NH:6][C:7]([C:9]1[C:17]2[N:16]=[C:15]([NH:18][C:19]([C:21]3[CH:22]=[C:23]4[C:28](=[CH:29][CH:30]=3)[CH2:27][N:26]([CH2:31][C:32]3[CH:37]=[CH:36][CH:35]=[CH:34][CH:33]=3)[CH2:25][CH2:24]4)=[O:20])[NH:14][C:13]=2[CH:12]=[CH:11][CH:10]=1)=[O:8]. The yield is 0.490.